From a dataset of Peptide-MHC class II binding affinity with 134,281 pairs from IEDB. Regression. Given a peptide amino acid sequence and an MHC pseudo amino acid sequence, predict their binding affinity value. This is MHC class II binding data. (1) The peptide sequence is VFRLKGGAPIKGVTF. The MHC is DRB5_0101 with pseudo-sequence DRB5_0101. The binding affinity (normalized) is 0.571. (2) The peptide sequence is VRAVAESHGVAAVLF. The MHC is DRB1_0404 with pseudo-sequence DRB1_0404. The binding affinity (normalized) is 0.0539. (3) The peptide sequence is AAAAAGTTVYGAFAA. The MHC is HLA-DQA10501-DQB10301 with pseudo-sequence HLA-DQA10501-DQB10301. The binding affinity (normalized) is 0.645.